From a dataset of Forward reaction prediction with 1.9M reactions from USPTO patents (1976-2016). Predict the product of the given reaction. (1) Given the reactants Cl[C:2]1[CH:7]=[C:6]([Cl:8])[CH:5]=[CH:4][C:3]=1[N+:9]([O-:11])=[O:10].[Cl:12][C:13]1[CH:18]=[CH:17][C:16]([SH:19])=[CH:15][CH:14]=1.C(=O)([O-])[O-].[K+].[K+], predict the reaction product. The product is: [Cl:8][C:6]1[CH:5]=[CH:4][C:3]([N+:9]([O-:11])=[O:10])=[C:2]([S:19][C:16]2[CH:17]=[CH:18][C:13]([Cl:12])=[CH:14][CH:15]=2)[CH:7]=1. (2) Given the reactants [CH3:1][O:2][CH:3]([O:12][CH3:13])[CH:4]([N:6]([O:10][CH3:11])[C:7]([NH2:9])=[O:8])[CH3:5].[C:14]([C:18]1[CH:23]=[C:22](Cl)[N:21]=[CH:20][N:19]=1)([CH3:17])([CH3:16])[CH3:15].C(=O)([O-])[O-].[K+].[K+].C1(P(C2C=CC=CC=2)C2C3OC4C(=CC=CC=4P(C4C=CC=CC=4)C4C=CC=CC=4)C(C)(C)C=3C=CC=2)C=CC=CC=1, predict the reaction product. The product is: [C:14]([C:18]1[N:19]=[CH:20][N:21]=[C:22]([NH:9][C:7](=[O:8])[N:6]([CH:4]([CH3:5])[CH:3]([O:2][CH3:1])[O:12][CH3:13])[O:10][CH3:11])[CH:23]=1)([CH3:17])([CH3:16])[CH3:15].